This data is from Catalyst prediction with 721,799 reactions and 888 catalyst types from USPTO. The task is: Predict which catalyst facilitates the given reaction. Reactant: [N+:1]([C:4]1[CH:12]=[C:11]2[C:7]([CH:8]=[C:9]([C:20]([O:22][CH2:23][CH3:24])=[O:21])[N:10]2[C:13]([O:15][C:16]([CH3:19])([CH3:18])[CH3:17])=[O:14])=[CH:6][CH:5]=1)([O-])=O. Product: [NH2:1][C:4]1[CH:12]=[C:11]2[C:7]([CH:8]=[C:9]([C:20]([O:22][CH2:23][CH3:24])=[O:21])[N:10]2[C:13]([O:15][C:16]([CH3:19])([CH3:18])[CH3:17])=[O:14])=[CH:6][CH:5]=1. The catalyst class is: 865.